Dataset: Catalyst prediction with 721,799 reactions and 888 catalyst types from USPTO. Task: Predict which catalyst facilitates the given reaction. (1) Reactant: [F:1][C:2]1[CH:7]=[CH:6][C:5]([C:8]2[O:9][CH:10]=[C:11]([C:13]3[CH:14]=[C:15]([O:20][CH3:21])[C:16]([NH2:19])=[N:17][CH:18]=3)[N:12]=2)=[CH:4][CH:3]=1.[Br:22]Br. Product: [Br:22][C:10]1[O:9][C:8]([C:5]2[CH:4]=[CH:3][C:2]([F:1])=[CH:7][CH:6]=2)=[N:12][C:11]=1[C:13]1[CH:14]=[C:15]([O:20][CH3:21])[C:16]([NH2:19])=[N:17][CH:18]=1. The catalyst class is: 22. (2) Reactant: [I:1][C:2]1[C:10]2[N:9]=[N:8][N:7]([C:11]3[CH:16]=[CH:15][N:14]=[C:13](S(C)=O)[N:12]=3)[C:6]=2[CH:5]=[CH:4][CH:3]=1.[CH3:20][S:21]([N:24]1[CH2:29][CH2:28][CH:27]([NH2:30])[CH2:26][CH2:25]1)(=[O:23])=[O:22]. Product: [I:1][C:2]1[C:10]2[N:9]=[N:8][N:7]([C:11]3[CH:16]=[CH:15][N:14]=[C:13]([NH:30][CH:27]4[CH2:28][CH2:29][N:24]([S:21]([CH3:20])(=[O:23])=[O:22])[CH2:25][CH2:26]4)[N:12]=3)[C:6]=2[CH:5]=[CH:4][CH:3]=1. The catalyst class is: 12. (3) Reactant: [F:1][C:2]1[CH:3]=[C:4]([C:8]2[CH:9]=[C:10](Cl)[C:11]([C:14]#[N:15])=[N:12][CH:13]=2)[CH:5]=[CH:6][CH:7]=1.C[O-].[Na+].CO.CCCCCC.[C:28](OCC)(=[O:30])C. Product: [F:1][C:2]1[CH:3]=[C:4]([C:8]2[CH:9]=[C:10]([O:30][CH3:28])[C:11]([C:14]#[N:15])=[N:12][CH:13]=2)[CH:5]=[CH:6][CH:7]=1. The catalyst class is: 6. (4) Product: [NH2:1][C:2]1[N:10]=[C:9]([O:11][CH2:12][CH2:13][CH2:14][CH3:15])[N:8]=[C:7]2[C:3]=1[N:4]=[C:5]([Br:32])[N:6]2[CH2:16][C:17]1[CH:18]=[C:19]([CH2:23][P:24](=[O:31])([O:25][CH2:26][CH3:27])[O:28][CH2:29][CH3:30])[CH:20]=[CH:21][CH:22]=1. The catalyst class is: 22. Reactant: [NH2:1][C:2]1[N:10]=[C:9]([O:11][CH2:12][CH2:13][CH2:14][CH3:15])[N:8]=[C:7]2[C:3]=1[N:4]=[CH:5][N:6]2[CH2:16][C:17]1[CH:18]=[C:19]([CH2:23][P:24](=[O:31])([O:28][CH2:29][CH3:30])[O:25][CH2:26][CH3:27])[CH:20]=[CH:21][CH:22]=1.[Br:32]Br. (5) Reactant: [CH3:1][O:2][C:3]1[N:4]=[N:5][C:6]([C:25]2[CH:30]=[CH:29][N:28]=[CH:27][CH:26]=2)=[CH:7][C:8]=1[C:9]1[NH:10][C:11]2[C:16]([CH:17]=1)=[CH:15][CH:14]=[C:13]([CH2:18][N:19]1[CH2:24][CH2:23][CH2:22][CH2:21][CH2:20]1)[CH:12]=2.C1C(=O)N([I:38])C(=O)C1. Product: [I:38][C:17]1[C:16]2[C:11](=[CH:12][C:13]([CH2:18][N:19]3[CH2:20][CH2:21][CH2:22][CH2:23][CH2:24]3)=[CH:14][CH:15]=2)[NH:10][C:9]=1[C:8]1[CH:7]=[C:6]([C:25]2[CH:26]=[CH:27][N:28]=[CH:29][CH:30]=2)[N:5]=[N:4][C:3]=1[O:2][CH3:1]. The catalyst class is: 21.